This data is from Forward reaction prediction with 1.9M reactions from USPTO patents (1976-2016). The task is: Predict the product of the given reaction. (1) Given the reactants [C:1]([C:3]([CH3:30])([CH3:29])[C@@H:4]([NH:6][C:7]([C:9]1[C:17]2[C:12](=[N:13][CH:14]=[C:15]([CH:18]3[CH2:20][CH2:19]3)[N:16]=2)[N:11](COCC[Si](C)(C)C)[CH:10]=1)=[O:8])[CH3:5])#[N:2].C(O)(C(F)(F)F)=O.C(N)CN, predict the reaction product. The product is: [C:1]([C:3]([CH3:29])([CH3:30])[C@@H:4]([NH:6][C:7]([C:9]1[C:17]2[C:12](=[N:13][CH:14]=[C:15]([CH:18]3[CH2:19][CH2:20]3)[N:16]=2)[NH:11][CH:10]=1)=[O:8])[CH3:5])#[N:2]. (2) The product is: [O:8]1[C:9]2[CH:15]=[CH:14][C:13]([NH:16][S:31]([C:26]3[C:25]([C:35]4[CH:36]=[CH:37][CH:38]=[CH:39][CH:40]=4)=[CH:30][CH:29]=[CH:28][CH:27]=3)(=[O:33])=[O:32])=[CH:12][C:10]=2[CH2:11][NH:5][CH2:6][CH2:7]1. Given the reactants FC(F)(F)C([N:5]1[CH2:11][C:10]2[CH:12]=[C:13]([NH2:16])[CH:14]=[CH:15][C:9]=2[O:8][CH2:7][CH2:6]1)=O.N1C=CC=CC=1.[C:25]1([C:35]2[CH:40]=[CH:39][CH:38]=[CH:37][CH:36]=2)[C:26]([S:31](Cl)(=[O:33])=[O:32])=[CH:27][CH:28]=[CH:29][CH:30]=1.[OH-].[Na+], predict the reaction product. (3) The product is: [F:63][C:59]1[C:58]([F:64])=[CH:57][CH:62]=[CH:61][C:60]=1[C@@H:41]1[CH2:40][CH2:39][C@@H:38]([O:37][Si:36]([CH:33]([CH3:35])[CH3:34])([CH:50]([CH3:52])[CH3:51])[CH:53]([CH3:55])[CH3:54])[C:44]2=[N:45][CH:46]=[CH:47][CH:48]=[C:43]2[C:42]1=[O:49]. Given the reactants CC(C)([O-])C.[Na+].C1(P(C2CCCCC2)C2C=CC=CC=2C2C=CC=CC=2C)CCCCC1.[CH:33]([Si:36]([CH:53]([CH3:55])[CH3:54])([CH:50]([CH3:52])[CH3:51])[O:37][C@H:38]1[C:44]2=[N:45][CH:46]=[CH:47][CH:48]=[C:43]2[C:42](=[O:49])[CH2:41][CH2:40][CH2:39]1)([CH3:35])[CH3:34].Br[C:57]1[CH:62]=[CH:61][CH:60]=[C:59]([F:63])[C:58]=1[F:64], predict the reaction product. (4) Given the reactants Cl.C(OC(=O)[NH:8][CH:9]1[CH2:14][CH2:13][N:12]([C:15]([C:17]2[N:18]=[C:19]3[C:24]([C:25]([F:28])([F:27])[F:26])=[CH:23][C:22]([C:29]4[CH:33]=[CH:32][O:31][CH:30]=4)=[CH:21][N:20]3[C:34]=2[Cl:35])=[O:16])[CH2:11][CH2:10]1)(C)(C)C.[OH-].[Na+].O, predict the reaction product. The product is: [NH2:8][CH:9]1[CH2:14][CH2:13][N:12]([C:15]([C:17]2[N:18]=[C:19]3[C:24]([C:25]([F:27])([F:28])[F:26])=[CH:23][C:22]([C:29]4[CH:33]=[CH:32][O:31][CH:30]=4)=[CH:21][N:20]3[C:34]=2[Cl:35])=[O:16])[CH2:11][CH2:10]1. (5) Given the reactants Cl.[CH3:2][O:3][C:4]([C:6]1[CH:7]=[C:8]2[C:13](=[CH:14][CH:15]=1)[CH2:12][NH:11][CH2:10][CH2:9]2)=[O:5].[C:16](O[C:16]([O:18][C:19]([CH3:22])([CH3:21])[CH3:20])=[O:17])([O:18][C:19]([CH3:22])([CH3:21])[CH3:20])=[O:17].C(N(CC)CC)C, predict the reaction product. The product is: [CH3:2][O:3][C:4]([C:6]1[CH:7]=[C:8]2[C:13](=[CH:14][CH:15]=1)[CH2:12][N:11]([C:16]([O:18][C:19]([CH3:22])([CH3:21])[CH3:20])=[O:17])[CH2:10][CH2:9]2)=[O:5]. (6) Given the reactants [NH2:1][C:2]1[N:3]=[C:4]([CH3:21])[C:5]2[C:11](=S)[NH:10][C@@H:9]([C:13]3[CH:18]=[CH:17][C:16]([F:19])=[CH:15][C:14]=3[Br:20])[CH2:8][C:6]=2[N:7]=1.[O:22]1[CH2:27][CH2:26][O:25][CH2:24][C@@H:23]1[CH2:28][O:29][NH2:30], predict the reaction product. The product is: [O:22]1[CH2:27][CH2:26][O:25][CH2:24][C@@H:23]1[CH2:28][O:29]/[N:30]=[C:11]1\[NH:10][C@@H:9]([C:13]2[CH:18]=[CH:17][C:16]([F:19])=[CH:15][C:14]=2[Br:20])[CH2:8][C:6]2[N:7]=[C:2]([NH2:1])[N:3]=[C:4]([CH3:21])[C:5]\1=2. (7) Given the reactants Cl.[NH2:2][C@@H:3]([CH2:33][CH3:34])[C:4]([NH:6][C@H:7]1[CH2:13][O:12][C:11]2[CH:14]=[CH:15][CH:16]=[CH:17][C:10]=2[N:9]([CH2:18][C:19]2[C:28]3[C:23](=[CH:24][C:25]([Br:29])=[CH:26][CH:27]=3)[CH:22]=[CH:21][C:20]=2[O:30][CH3:31])[C:8]1=[O:32])=[O:5], predict the reaction product. The product is: [NH2:2][C@@H:3]([CH2:33][CH3:34])[C:4]([NH:6][C@H:7]1[CH2:13][O:12][C:11]2[CH:14]=[CH:15][CH:16]=[CH:17][C:10]=2[N:9]([CH2:18][C:19]2[C:28]3[C:23](=[CH:24][C:25]([Br:29])=[CH:26][CH:27]=3)[CH:22]=[CH:21][C:20]=2[O:30][CH3:31])[C:8]1=[O:32])=[O:5]. (8) Given the reactants [CH2:1]([O:8][C@H:9]([CH2:14][CH2:15][CH2:16][CH2:17][CH2:18][CH2:19][CH2:20][CH2:21][CH3:22])[CH2:10][C:11]([OH:13])=[O:12])[C:2]1[CH:7]=[CH:6][CH:5]=[CH:4][CH:3]=1.C1CCC(N=C=NC2CCCCC2)CC1.[CH2:38]([O:41][C:42]([O:44][C@H:45]1[C@H:50]([O:51][P:52]2(=[O:63])[O:58][CH2:57][C:56]3[CH:59]=[CH:60][CH:61]=[CH:62][C:55]=3[CH2:54][O:53]2)[C@@H:49]([CH2:64][O:65][CH2:66][C:67]2[CH:72]=[CH:71][CH:70]=[CH:69][CH:68]=2)[O:48][C@@H:47]([O:73][CH2:74][C@H:75]2[O:88][C@@H:79]([O:80][Si:81]([C:84]([CH3:87])([CH3:86])[CH3:85])([CH3:83])[CH3:82])[C@H:78]([N:89]=[N+:90]=[N-:91])[C@@H:77](O)[C@@H:76]2[O:93][CH2:94][C:95]2[CH:100]=[CH:99][CH:98]=[CH:97][CH:96]=2)[C@@H:46]1[NH:101][C:102](=[O:130])[CH2:103][C@H:104]([O:116][C:117](=[O:129])[CH2:118][CH2:119][CH2:120][CH2:121][CH2:122][CH2:123][CH2:124][CH2:125][CH2:126][CH2:127][CH3:128])[CH2:105][CH2:106][CH2:107][CH2:108][CH2:109][CH2:110][CH2:111][CH2:112][CH2:113][CH2:114][CH3:115])=[O:43])[CH:39]=[CH2:40], predict the reaction product. The product is: [CH2:38]([O:41][C:42]([O:44][C@H:45]1[C@H:50]([O:51][P:52]2(=[O:63])[O:58][CH2:57][C:56]3[CH:59]=[CH:60][CH:61]=[CH:62][C:55]=3[CH2:54][O:53]2)[C@@H:49]([CH2:64][O:65][CH2:66][C:67]2[CH:68]=[CH:69][CH:70]=[CH:71][CH:72]=2)[O:48][C@@H:47]([O:73][CH2:74][C@H:75]2[O:88][C@@H:79]([O:80][Si:81]([C:84]([CH3:85])([CH3:87])[CH3:86])([CH3:82])[CH3:83])[C@H:78]([N:89]=[N+:90]=[N-:91])[C@@H:77]([O:12][C:11](=[O:13])[CH2:10][C@H:9]([O:8][CH2:1][C:2]3[CH:7]=[CH:6][CH:5]=[CH:4][CH:3]=3)[CH2:14][CH2:15][CH2:16][CH2:17][CH2:18][CH2:19][CH2:20][CH2:21][CH3:22])[C@@H:76]2[O:93][CH2:94][C:95]2[CH:96]=[CH:97][CH:98]=[CH:99][CH:100]=2)[C@@H:46]1[NH:101][C:102](=[O:130])[CH2:103][C@H:104]([O:116][C:117](=[O:129])[CH2:118][CH2:119][CH2:120][CH2:121][CH2:122][CH2:123][CH2:124][CH2:125][CH2:126][CH2:127][CH3:128])[CH2:105][CH2:106][CH2:107][CH2:108][CH2:109][CH2:110][CH2:111][CH2:112][CH2:113][CH2:114][CH3:115])=[O:43])[CH:39]=[CH2:40]. (9) The product is: [C:43]([CH2:42][NH:41][C:34](=[O:35])[CH2:33][CH:30]1[S:29][C:28]([C:16]2[NH:17][C:18]3[C:14]([CH:15]=2)=[CH:13][C:12]([O:11][C:8]2[CH:9]=[N:10][C:5]([S:2]([CH3:1])(=[O:3])=[O:4])=[CH:6][CH:7]=2)=[CH:20][C:19]=3[O:21][CH:22]2[CH2:23][CH2:24][O:25][CH2:26][CH2:27]2)=[N:32][CH2:31]1)#[N:39]. Given the reactants [CH3:1][S:2]([C:5]1[N:10]=[CH:9][C:8]([O:11][C:12]2[CH:13]=[C:14]3[C:18](=[C:19]([O:21][CH:22]4[CH2:27][CH2:26][O:25][CH2:24][CH2:23]4)[CH:20]=2)[NH:17][C:16]([C:28]2[S:29][CH:30]([CH2:33][C:34](O)=[O:35])[CH2:31][N:32]=2)=[CH:15]3)=[CH:7][CH:6]=1)(=[O:4])=[O:3].O.O[N:39]1[C:43]2C=CC=C[C:42]=2[N:41]=N1.Cl.C(N=C=NCCCN(C)C)C.Cl.NCC#N, predict the reaction product.